Dataset: Full USPTO retrosynthesis dataset with 1.9M reactions from patents (1976-2016). Task: Predict the reactants needed to synthesize the given product. Given the product [Cl:23][C:24]1[N:25]=[CH:26][C:27]([C:30]2[O:1][N:2]=[C:3]([C:5]3[CH:13]=[CH:12][C:11]4[NH:10][C:9]5[CH:14]([CH2:17][C:18]([O:20][CH2:21][CH3:22])=[O:19])[CH2:15][CH2:16][C:8]=5[C:7]=4[CH:6]=3)[N:4]=2)=[N:28][CH:29]=1, predict the reactants needed to synthesize it. The reactants are: [OH:1][NH:2][C:3]([C:5]1[CH:13]=[CH:12][C:11]2[NH:10][C:9]3[CH:14]([CH2:17][C:18]([O:20][CH2:21][CH3:22])=[O:19])[CH2:15][CH2:16][C:8]=3[C:7]=2[CH:6]=1)=[NH:4].[Cl:23][C:24]1[N:25]=[CH:26][C:27]([C:30](Cl)=O)=[N:28][CH:29]=1.